Regression. Given two drug SMILES strings and cell line genomic features, predict the synergy score measuring deviation from expected non-interaction effect. From a dataset of NCI-60 drug combinations with 297,098 pairs across 59 cell lines. Drug 1: CCCS(=O)(=O)NC1=C(C(=C(C=C1)F)C(=O)C2=CNC3=C2C=C(C=N3)C4=CC=C(C=C4)Cl)F. Drug 2: COC1=C(C=C2C(=C1)N=CN=C2NC3=CC(=C(C=C3)F)Cl)OCCCN4CCOCC4. Cell line: HS 578T. Synergy scores: CSS=15.8, Synergy_ZIP=8.63, Synergy_Bliss=15.7, Synergy_Loewe=4.81, Synergy_HSA=9.84.